Dataset: Full USPTO retrosynthesis dataset with 1.9M reactions from patents (1976-2016). Task: Predict the reactants needed to synthesize the given product. (1) Given the product [ClH:1].[NH2:24][CH2:23][C@@H:22]([C:19]1[CH:18]=[CH:17][C:16]([C:5]2[C:6]3[C:7]4[CH:15]=[CH:14][S:13][C:8]=4[C:9](=[O:12])[NH:10][C:11]=3[C:2]([Cl:1])=[CH:3][C:4]=2[OH:33])=[CH:21][CH:20]=1)[CH3:32], predict the reactants needed to synthesize it. The reactants are: [Cl:1][C:2]1[C:11]2[NH:10][C:9](=[O:12])[C:8]3[S:13][CH:14]=[CH:15][C:7]=3[C:6]=2[C:5]([C:16]2[CH:21]=[CH:20][C:19]([C@@H:22]([CH3:32])[CH2:23][NH:24]C(=O)OC(C)(C)C)=[CH:18][CH:17]=2)=[C:4]([O:33]C)[CH:3]=1.B(Br)(Br)Br. (2) Given the product [NH2:31][CH2:12][C:4]1[N:3]=[C:2]([NH:15][C@@H:16]([CH:17]([CH3:19])[CH3:18])[C:20]([NH2:22])=[O:21])[C:11]2[C:6](=[CH:7][CH:8]=[CH:9][CH:10]=2)[N:5]=1, predict the reactants needed to synthesize it. The reactants are: Cl[C:2]1[C:11]2[C:6](=[CH:7][CH:8]=[CH:9][CH:10]=2)[N:5]=[C:4]([CH2:12]Cl)[N:3]=1.Cl.[NH2:15][C@H:16]([C:20]([NH2:22])=[O:21])[CH:17]([CH3:19])[CH3:18].C(=O)([O-])[O-].[K+].[K+].C(#[N:31])C.